Dataset: Reaction yield outcomes from USPTO patents with 853,638 reactions. Task: Predict the reaction yield, written as a fraction of the theoretical maximum amount of product (1.0 means a 100% yield; for example, 0.34 means a 34% yield). (1) The reactants are Cl[C:2]1[C:11]2[C:6](=[CH:7][CH:8]=[C:9]([NH:12][CH2:13][CH2:14][O:15][CH3:16])[CH:10]=2)[CH:5]=[N:4][CH:3]=1.[CH3:17][N:18]1[CH:22]=[C:21]([C:23]2[CH:28]=[CH:27][C:26](B3OC(C)(C)C(C)(C)O3)=[CH:25][CH:24]=2)[CH:20]=[N:19]1.C(#N)C.C(=O)([O-])[O-].[Na+].[Na+]. The catalyst is O. The product is [CH3:16][O:15][CH2:14][CH2:13][NH:12][C:9]1[CH:10]=[C:11]2[C:6](=[CH:7][CH:8]=1)[CH:5]=[N:4][CH:3]=[C:2]2[C:26]1[CH:25]=[CH:24][C:23]([C:21]2[CH:20]=[N:19][N:18]([CH3:17])[CH:22]=2)=[CH:28][CH:27]=1. The yield is 0.0900. (2) The reactants are [CH3:1][N:2]1[C:6](=[O:7])[C:5]([CH3:9])([CH3:8])[NH:4][C:3]1=[O:10].C(O[I:15](C1C=CC=CC=1)OC(=O)C)(=O)C.II. The catalyst is C1CCCCC1. The product is [I:15][N:4]1[C:5]([CH3:9])([CH3:8])[C:6](=[O:7])[N:2]([CH3:1])[C:3]1=[O:10]. The yield is 0.880. (3) The reactants are [Br:1][C:2]1[CH:3]=[N:4][NH:5][CH:6]=1.[CH3:7][C:8]([O:11][C:12](O[C:12]([O:11][C:8]([CH3:10])([CH3:9])[CH3:7])=[O:13])=[O:13])([CH3:10])[CH3:9].CCN(CC)CC. The catalyst is C(Cl)Cl. The product is [Br:1][C:2]1[CH:3]=[N:4][N:5]([C:12]([O:11][C:8]([CH3:10])([CH3:9])[CH3:7])=[O:13])[CH:6]=1. The yield is 0.860. (4) The product is [F:1][CH:2]([F:29])[C:3]1[CH:8]=[C:7]([C:31]2[S:35][C:34]([C:36]3([OH:40])[CH2:39][CH2:38][CH2:37]3)=[N:33][CH:32]=2)[CH:6]=[C:5]([NH:18][C:19]2[N:24]=[C:23]([C:25]([F:26])([F:27])[F:28])[CH:22]=[CH:21][N:20]=2)[CH:4]=1. The reactants are [F:1][CH:2]([F:29])[C:3]1[CH:4]=[C:5]([NH:18][C:19]2[N:24]=[C:23]([C:25]([F:28])([F:27])[F:26])[CH:22]=[CH:21][N:20]=2)[CH:6]=[C:7](B2OC(C)(C)C(C)(C)O2)[CH:8]=1.Br[C:31]1[S:35][C:34]([C:36]2([OH:40])[CH2:39][CH2:38][CH2:37]2)=[N:33][CH:32]=1.C([O-])([O-])=O.[Na+].[Na+]. The yield is 0.350. The catalyst is CN(C=O)C.C1C=CC(P(C2C=CC=CC=2)[C-]2C=CC=C2)=CC=1.C1C=CC(P(C2C=CC=CC=2)[C-]2C=CC=C2)=CC=1.Cl[Pd]Cl.[Fe+2].C(Cl)Cl. (5) The yield is 0.950. The catalyst is C(Cl)Cl.Cl[Ru](=CC1C=CC=CC=1)([P](C1CCCCC1)(C1CCCCC1)C1CCCCC1)([P](C1CCCCC1)(C1CCCCC1)C1CCCCC1)Cl. The product is [CH3:3][CH:2]([C@H:4]1[CH:20]=[CH:19][CH2:18][N:7]1[C:8]([O:9][CH2:10][C:11]1[CH:12]=[CH:13][CH:14]=[CH:15][CH:16]=1)=[O:17])[CH3:1]. The reactants are [CH3:1][CH:2]([C@H:4]([N:7]([CH2:18][CH:19]=[CH2:20])[C:8](=[O:17])[O:9][CH2:10][C:11]1[CH:16]=[CH:15][CH:14]=[CH:13][CH:12]=1)C=C)[CH3:3].